Dataset: Full USPTO retrosynthesis dataset with 1.9M reactions from patents (1976-2016). Task: Predict the reactants needed to synthesize the given product. (1) Given the product [OH:7][C:8]1[CH:13]=[CH:12][C:11]([S:14][C:16]2[CH:21]=[CH:20][C:19]([C:22](=[O:24])[CH3:23])=[CH:18][CH:17]=2)=[CH:10][CH:9]=1, predict the reactants needed to synthesize it. The reactants are: CC([O-])(C)C.[K+].[OH:7][C:8]1[CH:13]=[CH:12][C:11]([SH:14])=[CH:10][CH:9]=1.F[C:16]1[CH:21]=[CH:20][C:19]([C:22](=[O:24])[CH3:23])=[CH:18][CH:17]=1.CC#N. (2) Given the product [Cl:26][C:27]1[S:31][C:30]([CH2:32][CH2:33][S:34]([NH:3][C@H:4]2[CH2:8][CH2:7][N:6]([C@@H:9]([CH2:18][C:19]3[CH:24]=[CH:23][N:22]=[CH:21][CH:20]=3)[C:10]([N:12]3[CH2:17][CH2:16][O:15][CH2:14][CH2:13]3)=[O:11])[C:5]2=[O:25])(=[O:36])=[O:35])=[CH:29][CH:28]=1, predict the reactants needed to synthesize it. The reactants are: Cl.Cl.[NH2:3][C@H:4]1[CH2:8][CH2:7][N:6]([C@@H:9]([CH2:18][C:19]2[CH:24]=[CH:23][N:22]=[CH:21][CH:20]=2)[C:10]([N:12]2[CH2:17][CH2:16][O:15][CH2:14][CH2:13]2)=[O:11])[C:5]1=[O:25].[Cl:26][C:27]1[S:31][C:30]([CH2:32][CH2:33][S:34](Cl)(=[O:36])=[O:35])=[CH:29][CH:28]=1. (3) Given the product [Br:1][C:2]1[CH:7]=[CH:6][C:5]([CH:8]([C:21]2[CH:26]=[CH:25][CH:24]=[CH:23][C:22]=2[CH3:27])[CH2:9]/[C:10](/[C:12]2[CH:13]=[CH:14][C:15](=[O:20])[N:16]([CH2:18][CH3:19])[CH:17]=2)=[N:29]\[OH:30])=[CH:4][CH:3]=1, predict the reactants needed to synthesize it. The reactants are: [Br:1][C:2]1[CH:7]=[CH:6][C:5]([CH:8]([C:21]2[CH:26]=[CH:25][CH:24]=[CH:23][C:22]=2[CH3:27])[CH2:9][C:10]([C:12]2[CH:13]=[CH:14][C:15](=[O:20])[N:16]([CH2:18][CH3:19])[CH:17]=2)=O)=[CH:4][CH:3]=1.Cl.[NH2:29][OH:30].C([O-])(O)=O.[Na+]. (4) Given the product [C:27]([C:13]1[CH:14]=[C:15]([C:18]2[S:19][C:20]3[N:21]=[CH:22][N:23]=[CH:24][C:25]=3[N:26]=2)[CH:16]=[CH:17][C:12]=1[S:31][C:5]1[CH:6]=[CH:7][CH:8]=[CH:9][C:4]=1[F:3])#[N:28], predict the reactants needed to synthesize it. The reactants are: [H-].[Na+].[F:3][C:4]1[CH:9]=[CH:8][CH:7]=[CH:6][C:5]=1O.Cl[C:12]1[CH:17]=[CH:16][C:15]([C:18]2[S:19][C:20]3[N:21]=[CH:22][N:23]=[CH:24][C:25]=3[N:26]=2)=[CH:14][C:13]=1[C:27]#[N:28].O.C[S:31](C)=O.